From a dataset of Full USPTO retrosynthesis dataset with 1.9M reactions from patents (1976-2016). Predict the reactants needed to synthesize the given product. (1) Given the product [Br:22][CH2:23][C:24]1[CH:25]=[CH:26][C:27]([S:30]([N:18]2[CH2:19][CH2:20][N:15]([CH2:14][CH:11]3[CH2:12][CH2:13][N:8]([C:6]([O:5][C:1]([CH3:4])([CH3:2])[CH3:3])=[O:7])[CH2:9][CH2:10]3)[C:16](=[O:21])[CH2:17]2)(=[O:32])=[O:31])=[CH:28][CH:29]=1, predict the reactants needed to synthesize it. The reactants are: [C:1]([O:5][C:6]([N:8]1[CH2:13][CH2:12][CH:11]([CH2:14][N:15]2[CH2:20][CH2:19][NH:18][CH2:17][C:16]2=[O:21])[CH2:10][CH2:9]1)=[O:7])([CH3:4])([CH3:3])[CH3:2].[Br:22][CH2:23][C:24]1[CH:29]=[CH:28][C:27]([S:30](Cl)(=[O:32])=[O:31])=[CH:26][CH:25]=1. (2) Given the product [CH3:18][O:19][C:20]([C:22]1[C:30]2[O:29][C:28]([CH3:31])=[CH:27][C:26]=2[CH:25]=[C:24]([O:32][C:14]2[CH:15]=[CH:16][C:11]([S:8]([CH3:7])(=[O:10])=[O:9])=[CH:12][CH:13]=2)[CH:23]=1)=[O:21], predict the reactants needed to synthesize it. The reactants are: C([O-])([O-])=O.[Cs+].[Cs+].[CH3:7][S:8]([C:11]1[CH:16]=[CH:15][C:14](F)=[CH:13][CH:12]=1)(=[O:10])=[O:9].[CH3:18][O:19][C:20]([C:22]1[C:30]2[O:29][C:28]([CH3:31])=[CH:27][C:26]=2[CH:25]=[C:24]([OH:32])[CH:23]=1)=[O:21]. (3) Given the product [C:11]1([C:14]2[CH:19]=[CH:18][CH:17]=[CH:16][CH:15]=2)[CH:12]=[CH:13][C:8]([N:7]([C:61]2[CH:60]=[CH:59][C:58]([C:46]3[CH:47]=[CH:48][CH:49]=[CH:50][CH:51]=3)=[CH:63][CH:62]=2)[C:4]2[CH:3]=[CH:2][C:1]([C:20]3[CH:21]=[CH:22][C:23]([N:7]([C:4]4[CH:3]=[CH:2][C:1]([C:20]5[CH:25]=[CH:24][CH:23]=[CH:22][CH:21]=5)=[CH:6][CH:5]=4)[C:27]4[CH:32]=[CH:31][C:30]([C:33]5[CH:38]=[CH:37][CH:36]=[CH:35][CH:34]=5)=[CH:29][CH:28]=4)=[CH:24][CH:25]=3)=[CH:6][CH:5]=2)=[CH:9][CH:10]=1, predict the reactants needed to synthesize it. The reactants are: [C:1]1([C:20]2[CH:25]=[CH:24][CH:23]=[CH:22][CH:21]=2)[CH:6]=[CH:5][C:4]([NH:7][C:8]2[CH:13]=[CH:12][C:11]([C:14]3[CH:19]=[CH:18][CH:17]=[CH:16][CH:15]=3)=[CH:10][CH:9]=2)=[CH:3][CH:2]=1.I[C:27]1[CH:32]=[CH:31][C:30]([C:33]2[CH:38]=[CH:37][C:36](I)=[CH:35][CH:34]=2)=[CH:29][CH:28]=1.C(=O)([O-])[O-].[K+].[K+].[CH2:46]([C:58]1[CH:63]=[CH:62][CH:61]=[CH:60][CH:59]=1)[CH2:47][CH2:48][CH2:49][CH2:50][CH2:51]CCCCCC. (4) Given the product [CH:5]([C:3]1[CH:2]=[CH:26][CH:24]=[CH:23][C:22]=1[CH:21]=[CH2:30])=[CH2:7].[C:41]([OH:43])(=[O:42])[C:40]([CH3:13])=[CH2:39], predict the reactants needed to synthesize it. The reactants are: O[CH2:2][C@H:3]([C@@H:5]([C@H:7]([C@H](CO)O)O)O)O.[CH2:13](O)[C@H]1O[C@H](O[C@:21]2([CH2:30]O)O[C@H:24]([CH2:26]O)[C@@H:23](O)[C@@H:22]2O)[C@H](O)[C@@H](O)[C@@H]1O.C(O)[C@H]1[O:43][C:41](=[O:42])[C@H:40](O)[C@@H:39](O)[C@@H]1O. (5) Given the product [Cl:18][C:19]1[CH:27]=[CH:26][C:22]([C:23]([NH:17][CH2:16][C:8]2[N:7]=[C:6]([N:1]3[CH2:2][CH2:3][CH2:4][CH2:5]3)[C:15]3[C:10](=[CH:11][CH:12]=[CH:13][CH:14]=3)[N:9]=2)=[O:24])=[CH:21][CH:20]=1, predict the reactants needed to synthesize it. The reactants are: [N:1]1([C:6]2[C:15]3[C:10](=[CH:11][CH:12]=[CH:13][CH:14]=3)[N:9]=[C:8]([CH2:16][NH2:17])[N:7]=2)[CH2:5][CH2:4][CH2:3][CH2:2]1.[Cl:18][C:19]1[CH:27]=[CH:26][C:22]([C:23](Cl)=[O:24])=[CH:21][CH:20]=1.N1C=CC=CC=1. (6) The reactants are: [NH2:1][C:2]1[CH:7]=[C:6]([CH3:8])[CH:5]=[CH:4][C:3]=1[S:9][C:10]1[CH:11]=[C:12]([CH:18]=[CH:19][CH:20]=1)[C:13]([N:15]([CH3:17])[CH3:16])=[O:14].Cl[C:22]1[CH:31]=[CH:30][N:29]=[C:28]2[C:23]=1[CH:24]=[CH:25][C:26]([CH3:32])=[N:27]2. Given the product [CH3:16][N:15]([CH3:17])[C:13](=[O:14])[C:12]1[CH:18]=[CH:19][CH:20]=[C:10]([S:9][C:3]2[CH:4]=[CH:5][C:6]([CH3:8])=[CH:7][C:2]=2[NH:1][C:22]2[C:23]3[C:28](=[N:27][C:26]([CH3:32])=[CH:25][CH:24]=3)[N:29]=[CH:30][CH:31]=2)[CH:11]=1, predict the reactants needed to synthesize it. (7) Given the product [CH3:22][C@H:9]1[CH2:10][CH2:11][CH2:12][C@H:13]([CH2:14][CH2:15][C:16]2[CH:17]=[CH:18][CH:19]=[CH:20][CH:21]=2)[NH:8]1, predict the reactants needed to synthesize it. The reactants are: C([N:8]1[C@@H:13]([CH2:14][CH2:15][C:16]2[CH:21]=[CH:20][CH:19]=[CH:18][CH:17]=2)[CH2:12][CH2:11][CH2:10][C@@H:9]1[CH3:22])(OC(C)(C)C)=O. (8) Given the product [N:11]1[CH:16]=[CH:15][CH:14]=[C:13](/[CH:17]=[CH:18]/[C:19]2[C:27]3[C:22](=[CH:23][C:24](/[CH:28]=[C:3]4/[C:2](=[O:10])[NH:1][C:9]5[C:4]/4=[CH:5][CH:6]=[CH:7][CH:8]=5)=[CH:25][CH:26]=3)[NH:21][N:20]=2)[CH:12]=1, predict the reactants needed to synthesize it. The reactants are: [NH:1]1[C:9]2[C:4](=[CH:5][CH:6]=[CH:7][CH:8]=2)[CH2:3][C:2]1=[O:10].[N:11]1[CH:16]=[CH:15][CH:14]=[C:13](/[CH:17]=[CH:18]/[C:19]2[C:27]3[C:22](=[CH:23][C:24]([CH:28]=O)=[CH:25][CH:26]=3)[NH:21][N:20]=2)[CH:12]=1.